This data is from Full USPTO retrosynthesis dataset with 1.9M reactions from patents (1976-2016). The task is: Predict the reactants needed to synthesize the given product. (1) Given the product [CH3:1][P:2]([CH2:5][N:6]1[CH2:11][CH2:10][N:9]([CH2:12][C:13]2[CH:18]=[CH:17][C:16]([NH:19][C:20](=[O:34])[C:21]3[CH:26]=[CH:25][C:24]([CH3:27])=[C:23]([C:28]#[CH:29])[CH:22]=3)=[CH:15][C:14]=2[C:35]([F:38])([F:36])[F:37])[CH2:8][CH2:7]1)([CH3:4])=[O:3], predict the reactants needed to synthesize it. The reactants are: [CH3:1][P:2]([CH2:5][N:6]1[CH2:11][CH2:10][N:9]([CH2:12][C:13]2[CH:18]=[CH:17][C:16]([NH:19][C:20](=[O:34])[C:21]3[CH:26]=[CH:25][C:24]([CH3:27])=[C:23]([C:28]#[C:29][Si](C)(C)C)[CH:22]=3)=[CH:15][C:14]=2[C:35]([F:38])([F:37])[F:36])[CH2:8][CH2:7]1)([CH3:4])=[O:3].CCCC[N+](CCCC)(CCCC)CCCC.[F-]. (2) Given the product [CH:23]1([CH2:28][C:29]([NH:1][CH2:2][C@@H:3]2[O:7][C:6](=[O:8])[N:5]([C:9]3[CH:22]=[CH:21][C:12]4[C:13]5[O:14][N:15]=[CH:16][C:17]=5[CH2:18][CH2:19][CH2:20][C:11]=4[CH:10]=3)[CH2:4]2)=[O:30])[CH2:27][CH2:26][CH2:25][CH2:24]1, predict the reactants needed to synthesize it. The reactants are: [NH2:1][CH2:2][C@@H:3]1[O:7][C:6](=[O:8])[N:5]([C:9]2[CH:22]=[CH:21][C:12]3[C:13]4[O:14][N:15]=[CH:16][C:17]=4[CH2:18][CH2:19][CH2:20][C:11]=3[CH:10]=2)[CH2:4]1.[CH:23]1([CH2:28][C:29](O)=[O:30])[CH2:27][CH2:26][CH2:25][CH2:24]1. (3) Given the product [CH3:18][C:10]([CH3:19])([CH2:11][N:12]1[CH2:17][CH2:16][CH2:15][CH2:14][CH2:13]1)[C:9]([OH:20])=[O:8], predict the reactants needed to synthesize it. The reactants are: C([O:8][C:9](=[O:20])[C:10]([CH3:19])([CH3:18])[CH2:11][N:12]1[CH2:17][CH2:16][CH2:15][CH2:14][CH2:13]1)C1C=CC=CC=1. (4) Given the product [Br:7][C:8]1[CH:13]=[C:12]([N+:14]([O-:16])=[O:15])[CH:11]=[CH:10][C:9]=1[N:1]1[CH2:6][CH2:5][O:4][CH2:3][CH2:2]1, predict the reactants needed to synthesize it. The reactants are: [NH:1]1[CH2:6][CH2:5][O:4][CH2:3][CH2:2]1.[Br:7][C:8]1[CH:13]=[C:12]([N+:14]([O-:16])=[O:15])[CH:11]=[CH:10][C:9]=1F.